This data is from NCI-60 drug combinations with 297,098 pairs across 59 cell lines. The task is: Regression. Given two drug SMILES strings and cell line genomic features, predict the synergy score measuring deviation from expected non-interaction effect. Drug 1: C(CC(=O)O)C(=O)CN.Cl. Drug 2: C1C(C(OC1N2C=NC(=NC2=O)N)CO)O. Cell line: NCIH23. Synergy scores: CSS=8.87, Synergy_ZIP=-3.13, Synergy_Bliss=2.52, Synergy_Loewe=-0.127, Synergy_HSA=1.87.